Dataset: Full USPTO retrosynthesis dataset with 1.9M reactions from patents (1976-2016). Task: Predict the reactants needed to synthesize the given product. The reactants are: [F:1][C:2]([F:13])([C:6]1[CH:11]=[CH:10][C:9]([F:12])=[CH:8][CH:7]=1)[C:3](O)=O.[NH2:14][C:15]1[N:19]([CH3:20])[N:18]=[CH:17][C:16]=1[C:21]([NH2:23])=[O:22].C[Si](OP(=O)=O)(C)C. Given the product [F:1][C:2]([F:13])([C:6]1[CH:11]=[CH:10][C:9]([F:12])=[CH:8][CH:7]=1)[C:3]1[N:14]=[C:15]2[N:19]([CH3:20])[N:18]=[CH:17][C:16]2=[C:21]([OH:22])[N:23]=1, predict the reactants needed to synthesize it.